Dataset: Full USPTO retrosynthesis dataset with 1.9M reactions from patents (1976-2016). Task: Predict the reactants needed to synthesize the given product. (1) The reactants are: [Br:1][C:2]1[CH:11]=[C:10]2[C:5]([CH2:6][CH2:7][N:8]([C:15](=O)[C:16]([N:18]([C:30]([CH3:33])([CH3:32])[CH3:31])[CH2:19][CH2:20][CH2:21][CH2:22][C:23]#[C:24][C:25]3[S:29][CH:28]=[N:27][CH:26]=3)=[O:17])[CH:9]2C(O)=O)=[CH:4][C:3]=1[O:35][CH3:36].C([O-])(=O)C.[Na+].CCOCC.CCCCCCC. Given the product [C:30]([N:18]1[CH2:19][CH2:20][CH2:21][CH2:22][C:23]2[C:24]([C:25]3[S:29][CH:28]=[N:27][CH:26]=3)=[C:9]3[C:10]4[CH:11]=[C:2]([Br:1])[C:3]([O:35][CH3:36])=[CH:4][C:5]=4[CH2:6][CH2:7][N:8]3[C:15]=2[C:16]1=[O:17])([CH3:31])([CH3:33])[CH3:32], predict the reactants needed to synthesize it. (2) Given the product [CH2:33]([N:8]([CH2:7][C:6]1[CH:5]=[CH:4][C:3]([O:2][CH3:1])=[CH:31][CH:30]=1)[C:9]([C:11]1[CH:12]=[CH:13][C:14]([C:17]2[CH:22]=[C:21]([C:23]3[O:24][C:25]([CH3:28])=[N:26][N:27]=3)[CH:20]=[CH:19][C:18]=2[CH3:29])=[CH:15][CH:16]=1)=[O:10])[CH3:34], predict the reactants needed to synthesize it. The reactants are: [CH3:1][O:2][C:3]1[CH:31]=[CH:30][C:6]([CH2:7][NH:8][C:9]([C:11]2[CH:16]=[CH:15][C:14]([C:17]3[CH:22]=[C:21]([C:23]4[O:24][C:25]([CH3:28])=[N:26][N:27]=4)[CH:20]=[CH:19][C:18]=3[CH3:29])=[CH:13][CH:12]=2)=[O:10])=[CH:5][CH:4]=1.I[CH2:33][CH3:34]. (3) Given the product [F:7][C:8]1[CH:13]=[CH:12][C:11]([C:15]2[CH:20]=[CH:19][CH:18]=[CH:17][CH:16]=2)=[CH:10][CH:9]=1, predict the reactants needed to synthesize it. The reactants are: C(=O)([O-])[O-].[Na+].[Na+].[F:7][C:8]1[CH:13]=[CH:12][C:11](Br)=[CH:10][CH:9]=1.[C:15]1(B(O)O)[CH:20]=[CH:19][CH:18]=[CH:17][CH:16]=1.C1(P(C2C=CC=CC=2)C2C=CC=CC=2)C=CC=CC=1. (4) Given the product [Cl:14][C:13]1[C:3]2[CH2:2][N:28]([CH:26]([C:23]3[CH:24]=[N:25][C:20]([O:19][CH2:18][C:17]([F:30])([F:16])[F:29])=[CH:21][CH:22]=3)[CH3:27])[C:5](=[O:7])[C:4]=2[CH:10]=[CH:11][N:12]=1, predict the reactants needed to synthesize it. The reactants are: Br[CH2:2][C:3]1[C:13]([Cl:14])=[N:12][CH:11]=[CH:10][C:4]=1[C:5]([O:7]CC)=O.Cl.[F:16][C:17]([F:30])([F:29])[CH2:18][O:19][C:20]1[N:25]=[CH:24][C:23]([CH:26]([NH2:28])[CH3:27])=[CH:22][CH:21]=1.C(=O)([O-])[O-].[Cs+].[Cs+]. (5) Given the product [Cl:13][C:11]1[C:5]2[N:6]([CH3:10])[C:7](=[O:9])[O:8][C:4]=2[CH:3]=[C:2]([Sn:17]([CH3:23])([CH3:22])[CH3:16])[CH:12]=1, predict the reactants needed to synthesize it. The reactants are: Br[C:2]1[CH:12]=[C:11]([Cl:13])[C:5]2[N:6]([CH3:10])[C:7](=[O:9])[O:8][C:4]=2[CH:3]=1.[Cl-].[Li+].[CH3:16][Sn:17]([CH3:23])([CH3:22])[Sn:17]([CH3:23])([CH3:22])[CH3:16]. (6) The reactants are: [CH3:1][NH:2][C:3]1[CH:8]=[C:7]([C:9]([N:11]2[CH2:16][CH2:15][CH2:14][CH:13](C3C=CC(C(F)(F)F)=CC=3)[CH2:12]2)=[O:10])[CH:6]=[CH:5][N:4]=1.Cl.CNC1C=C(C=CN=1)[C:33]([OH:35])=[O:34].Cl.[CH3:40][O:41][C:42]1[CH:47]=[CH:46][C:45](C2CCCNC2)=[C:44]([C:54]([F:57])([F:56])[F:55])[CH:43]=1. Given the product [CH:33]([OH:35])=[O:34].[CH3:40][O:41][C:42]1[CH:47]=[CH:46][C:45]([CH:13]2[CH2:14][CH2:15][CH2:16][N:11]([C:9]([C:7]3[CH:6]=[CH:5][N:4]=[C:3]([NH:2][CH3:1])[CH:8]=3)=[O:10])[CH2:12]2)=[C:44]([C:54]([F:55])([F:56])[F:57])[CH:43]=1, predict the reactants needed to synthesize it. (7) Given the product [NH2:3][C:4]1[C:12]2[C:7](=[CH:8][CH:9]=[CH:10][C:11]=2[F:13])[C@@:6]([C:21]2[CH:22]=[C:23]([CH3:28])[C:24](=[O:27])[N:25]([CH3:30])[CH:26]=2)([C:14]2[CH:19]=[CH:18][CH:17]=[C:16]([Br:20])[CH:15]=2)[N:5]=1, predict the reactants needed to synthesize it. The reactants are: [H-].[Na+].[NH2:3][C:4]1[C:12]2[C:7](=[CH:8][CH:9]=[CH:10][C:11]=2[F:13])[C@@:6]([C:21]2[CH:22]=[C:23]([CH3:28])[C:24](=[O:27])[NH:25][CH:26]=2)([C:14]2[CH:19]=[CH:18][CH:17]=[C:16]([Br:20])[CH:15]=2)[N:5]=1.I[CH3:30]. (8) Given the product [NH:33]1[C:34]2[C:30](=[CH:29][C:28]([C:12]3[S:11][C:10]([C:8]([NH:7][CH2:6][C:5]4[CH:24]=[CH:25][CH:26]=[C:3]([O:2][CH3:1])[CH:4]=4)=[O:9])=[CH:14][CH:13]=3)=[CH:36][CH:35]=2)[CH:31]=[N:32]1, predict the reactants needed to synthesize it. The reactants are: [CH3:1][O:2][C:3]1[CH:4]=[C:5]([CH:24]=[CH:25][CH:26]=1)[CH2:6][NH:7][C:8]([C:10]1[S:11][C:12](B2OC(C)(C)C(C)(C)O2)=[CH:13][CH:14]=1)=[O:9].I[C:28]1[CH:29]=[C:30]2[C:34](=[CH:35][CH:36]=1)[NH:33][N:32]=[CH:31]2.C([O-])([O-])=O.[Na+].[Na+].COCCOC. (9) Given the product [OH:2][C:3]1[CH:11]=[C:10]([O:12][C:13]2[CH:18]=[CH:17][CH:16]=[C:15]([CH3:19])[CH:14]=2)[CH:9]=[CH:8][C:4]=1[C:5]([OH:7])=[O:6], predict the reactants needed to synthesize it. The reactants are: C[O:2][C:3]1[CH:11]=[C:10]([O:12][C:13]2[CH:18]=[CH:17][CH:16]=[C:15]([CH3:19])[CH:14]=2)[CH:9]=[CH:8][C:4]=1[C:5]([OH:7])=[O:6].B(Br)(Br)Br. (10) Given the product [CH3:1][C:2]1[O:6][C:5]([C:7]2[CH:8]=[CH:9][CH:10]=[CH:11][CH:12]=2)=[N:4][C:3]=1[CH2:13][O:14][C:15]1[CH:16]=[CH:17][C:18]([CH2:19][O:20]/[N:21]=[C:25](/[C:33]2[CH:38]=[CH:37][CH:36]=[CH:35][N:34]=2)\[CH2:26][CH2:27][C:28]([O:30][CH2:31][CH3:32])=[O:29])=[CH:22][CH:23]=1, predict the reactants needed to synthesize it. The reactants are: [CH3:1][C:2]1[O:6][C:5]([C:7]2[CH:12]=[CH:11][CH:10]=[CH:9][CH:8]=2)=[N:4][C:3]=1[CH2:13][O:14][C:15]1[CH:23]=[CH:22][C:18]([CH2:19][O:20][NH2:21])=[CH:17][CH:16]=1.O=[C:25]([C:33]1[CH:38]=[CH:37][CH:36]=[CH:35][N:34]=1)[CH2:26][CH2:27][C:28]([O:30][CH2:31][CH3:32])=[O:29].C(O)(=O)C.C([O-])(=O)C.[Na+].